This data is from Forward reaction prediction with 1.9M reactions from USPTO patents (1976-2016). The task is: Predict the product of the given reaction. (1) Given the reactants [Br:1][C:2]1[CH:15]=[CH:14][C:13]2[C:4](=[C:5]3[C:10](=[C:11]([CH2:16][CH3:17])[N:12]=2)[CH:9]=[C:8]([F:18])[CH:7]=[CH:6]3)[CH:3]=1.[BH4-].[Na+].FC(F)(F)C(O)=O.C1C=CC2C3C=CC=CC=3NCC=2C=1.C(N(CC)CC)C.[CH3:49][O:50][C:51]1[CH:56]=[CH:55][C:54]([S:57](Cl)(=[O:59])=[O:58])=[CH:53][CH:52]=1, predict the reaction product. The product is: [CH:8]1[CH:7]=[CH:6][C:5]2[C:4]3[CH:3]=[CH:2][CH:15]=[CH:14][C:13]=3[NH:12][CH2:11][C:10]=2[CH:9]=1.[Br:1][C:2]1[CH:15]=[CH:14][C:13]2[N:12]([S:57]([C:54]3[CH:53]=[CH:52][C:51]([O:50][CH3:49])=[CH:56][CH:55]=3)(=[O:59])=[O:58])[CH:11]([CH2:16][CH3:17])[C:10]3[C:5](=[CH:6][CH:7]=[C:8]([F:18])[CH:9]=3)[C:4]=2[CH:3]=1. (2) Given the reactants [NH2:1][C:2]1[C:3]([NH:11][C@H:12]2[CH2:17][CH2:16][C@H:15]([CH2:18][C:19]#[N:20])[C@H:14]([O:21][CH3:22])[CH2:13]2)=[C:4]2[S:10][CH:9]=[CH:8][C:5]2=[N:6][CH:7]=1.[C:23](OCC)(OCC)(OCC)[CH3:24].C(O)(=O)C, predict the reaction product. The product is: [CH3:22][O:21][C@@H:14]1[CH2:13][C@@H:12]([N:11]2[C:3]3=[C:4]4[S:10][CH:9]=[CH:8][C:5]4=[N:6][CH:7]=[C:2]3[N:1]=[C:23]2[CH3:24])[CH2:17][CH2:16][C@@H:15]1[CH2:18][C:19]#[N:20]. (3) Given the reactants [CH3:1][O:2][C:3](=[O:29])[C@@H:4]([CH3:28])[CH2:5][C@H:6]([NH:20]C(OC(C)(C)C)=O)[C:7](=[O:19])[NH:8][CH:9]([CH3:18])[CH2:10][C:11]1[CH:16]=[CH:15][C:14]([F:17])=[CH:13][CH:12]=1.[C:30]([OH:36])([C:32]([F:35])([F:34])[F:33])=[O:31], predict the reaction product. The product is: [OH:36][C:30]([C:32]([F:35])([F:34])[F:33])=[O:31].[CH3:1][O:2][C:3](=[O:29])[C@@H:4]([CH3:28])[CH2:5][C@H:6]([NH2:20])[C:7](=[O:19])[NH:8][CH:9]([CH3:18])[CH2:10][C:11]1[CH:12]=[CH:13][C:14]([F:17])=[CH:15][CH:16]=1.[C:30]([OH:36])([C:32]([F:35])([F:34])[F:33])=[O:31]. (4) Given the reactants [CH3:1][N:2]([CH2:12][CH2:13][N:14]1[C:23]2[C:18](=[CH:19][C:20]([N+:24]([O-])=O)=[CH:21][CH:22]=2)[CH2:17][CH2:16][CH2:15]1)[C:3](=[O:11])[O:4][C:5]1[CH:10]=[CH:9][CH:8]=[CH:7][CH:6]=1.[H][H], predict the reaction product. The product is: [NH2:24][C:20]1[CH:19]=[C:18]2[C:23](=[CH:22][CH:21]=1)[N:14]([CH2:13][CH2:12][N:2]([CH3:1])[C:3](=[O:11])[O:4][C:5]1[CH:6]=[CH:7][CH:8]=[CH:9][CH:10]=1)[CH2:15][CH2:16][CH2:17]2. (5) Given the reactants [Cl:1][C:2]1[CH:7]=[CH:6][N:5]=[C:4]2[NH:8][C:9]([C:11]3[CH:16]=[CH:15][C:14]([C:17]([N:19]4[CH2:24][CH2:23][N:22]([CH3:25])[CH2:21][CH2:20]4)=[O:18])=[CH:13][CH:12]=3)=[N:10][C:3]=12.[F:26][C:27]([F:39])([F:38])[O:28][C:29]1[CH:34]=[CH:33][C:32](B(O)O)=[CH:31][CH:30]=1, predict the reaction product. The product is: [ClH:1].[CH3:25][N:22]1[CH2:23][CH2:24][N:19]([C:17]([C:14]2[CH:15]=[CH:16][C:11]([C:9]3[NH:8][C:4]4=[N:5][CH:6]=[CH:7][C:2]([C:32]5[CH:31]=[CH:30][C:29]([O:28][C:27]([F:26])([F:38])[F:39])=[CH:34][CH:33]=5)=[C:3]4[N:10]=3)=[CH:12][CH:13]=2)=[O:18])[CH2:20][CH2:21]1. (6) The product is: [F:18][C:19]1[CH:20]=[C:21]2[C:25](=[CH:26][CH:27]=1)[NH:24][N:23]=[C:22]2[NH:28][C:2]1[C:11]2[C:6](=[CH:7][CH:8]=[C:9]([S:12]([CH:15]([CH3:17])[CH3:16])(=[O:14])=[O:13])[CH:10]=2)[N:5]=[CH:4][N:3]=1. Given the reactants Cl[C:2]1[C:11]2[C:6](=[CH:7][CH:8]=[C:9]([S:12]([CH:15]([CH3:17])[CH3:16])(=[O:14])=[O:13])[CH:10]=2)[N:5]=[CH:4][N:3]=1.[F:18][C:19]1[CH:20]=[C:21]2[C:25](=[CH:26][CH:27]=1)[NH:24][N:23]=[C:22]2[NH2:28], predict the reaction product. (7) Given the reactants [H-].[Na+].[F:3][C:4]1[CH:5]=[C:6]([OH:18])[CH:7]=[CH:8][C:9]=1[CH2:10][N:11]1[CH2:16][CH2:15][N:14]([CH3:17])[CH2:13][CH2:12]1.CS(O[CH:24]1[CH2:27][N:26]([C:28]([O:30][C:31]([CH3:34])([CH3:33])[CH3:32])=[O:29])[CH2:25]1)(=O)=O.[OH-].[Na+], predict the reaction product. The product is: [F:3][C:4]1[CH:5]=[C:6]([CH:7]=[CH:8][C:9]=1[CH2:10][N:11]1[CH2:12][CH2:13][N:14]([CH3:17])[CH2:15][CH2:16]1)[O:18][CH:24]1[CH2:25][N:26]([C:28]([O:30][C:31]([CH3:34])([CH3:33])[CH3:32])=[O:29])[CH2:27]1.